This data is from Reaction yield outcomes from USPTO patents with 853,638 reactions. The task is: Predict the reaction yield, written as a fraction of the theoretical maximum amount of product (1.0 means a 100% yield; for example, 0.34 means a 34% yield). (1) The reactants are [Cl:1][C:2]1[CH:7]=[CH:6][C:5]([CH:8]([CH2:13]O)[C:9]([O:11][CH3:12])=[O:10])=[CH:4][CH:3]=1.CS(Cl)(=O)=O. The catalyst is C(Cl)Cl. The product is [Cl:1][C:2]1[CH:3]=[CH:4][C:5]([C:8](=[CH2:13])[C:9]([O:11][CH3:12])=[O:10])=[CH:6][CH:7]=1. The yield is 0.850. (2) The reactants are [NH2:1][C:2]1[CH:7]=[CH:6][CH:5]=[CH:4][C:3]=1[C:8]1[NH:9][C:10]2[C:15]([CH:16]=1)=[CH:14][CH:13]=[CH:12][CH:11]=2.[OH:17][C:18]1[CH:28]=[CH:27][C:21]([O:22][CH2:23][C:24](O)=[O:25])=[CH:20][CH:19]=1. No catalyst specified. The product is [OH:17][C:18]1[CH:19]=[CH:20][C:21]([O:22][CH2:23][C:24]([NH:1][C:2]2[CH:7]=[CH:6][CH:5]=[CH:4][C:3]=2[C:8]2[NH:9][C:10]3[C:15]([CH:16]=2)=[CH:14][CH:13]=[CH:12][CH:11]=3)=[O:25])=[CH:27][CH:28]=1. The yield is 0.300. (3) The reactants are CO[C:3](=[O:24])[C:4]1[CH:9]=[CH:8][C:7]([O:10][CH2:11][C:12]2[C:13]([C:18]3[CH:19]=[N:20][CH:21]=[CH:22][CH:23]=3)=[N:14][O:15][C:16]=2[CH3:17])=[N:6][CH:5]=1.COC(=O)C1C=CC(OC[C:36]2[C:37]([C:42]3[CH:47]=CC=C(F)C=3)=[N:38][O:39][C:40]=2C)=NC=1.NC1CCOCC1. No catalyst specified. The product is [CH3:17][C:16]1[O:15][N:14]=[C:13]([C:18]2[CH:19]=[N:20][CH:21]=[CH:22][CH:23]=2)[C:12]=1[CH2:11][O:10][C:7]1[CH:8]=[CH:9][C:4]([C:3]([NH:38][CH:37]2[CH2:42][CH2:47][O:39][CH2:40][CH2:36]2)=[O:24])=[CH:5][N:6]=1. The yield is 0.830. (4) The product is [Br:1][C:2]1[CH:7]=[C:6]([N+:15]([O-:17])=[O:16])[C:5]([F:8])=[CH:4][C:3]=1[F:9]. The reactants are [Br:1][C:2]1[CH:7]=[CH:6][C:5]([F:8])=[CH:4][C:3]=1[F:9].OS(O)(=O)=O.[N+:15]([O-])([OH:17])=[O:16]. The yield is 0.950. No catalyst specified. (5) The reactants are [Cl:1][C:2]1[N:7]=[C:6]([CH2:8][C:9]([C:11]2[CH:12]=[CH:13][C:14]([F:24])=[C:15]([NH:17][C:18](=[O:23])[O:19][CH2:20][CH:21]=[CH2:22])[CH:16]=2)=O)[CH:5]=[CH:4][N:3]=1.C1C(=O)N(Br)C(=O)C1.[CH3:33][C:34]([CH3:39])([CH3:38])[C:35](=[S:37])[NH2:36]. The catalyst is O. The product is [Cl:1][C:2]1[N:7]=[C:6]([C:8]2[S:37][C:35]([C:34]([CH3:39])([CH3:38])[CH3:33])=[N:36][C:9]=2[C:11]2[CH:12]=[CH:13][C:14]([F:24])=[C:15]([NH:17][C:18](=[O:23])[O:19][CH2:20][CH:21]=[CH2:22])[CH:16]=2)[CH:5]=[CH:4][N:3]=1. The yield is 0.805. (6) The reactants are [Br:1][C:2]1[CH:3]=[CH:4][C:5]2[CH:9]=[C:8]([CH2:10]C=O)[S:7][C:6]=2[CH:13]=1.[C:14](O)(C)(C)C.CC(=CC)C.Cl([O-])=O.[Na+].OP([O-])(O)=O.[Na+].S(=O)(=O)(O)O.[C:39]([O-:42])(O)=[O:40].[Na+]. The catalyst is O. The product is [CH3:14][O:42][C:39](=[O:40])[CH2:10][C:8]1[S:7][C:6]2[CH:13]=[C:2]([Br:1])[CH:3]=[CH:4][C:5]=2[CH:9]=1. The yield is 0.610. (7) The reactants are [CH2:1]([O:8][C:9]([NH:11][C:12]([CH:31]=O)([CH2:18][CH2:19][CH2:20][CH2:21][B:22]1[O:26][C:25]([CH3:28])([CH3:27])[C:24]([CH3:30])([CH3:29])[O:23]1)[C:13]([O:15][CH2:16][CH3:17])=[O:14])=[O:10])[C:2]1[CH:7]=[CH:6][CH:5]=[CH:4][CH:3]=1.[NH:33]1[CH2:38][CH2:37][CH2:36][CH2:35][CH2:34]1.C(O)(=O)C.C(O[BH-](OC(=O)C)OC(=O)C)(=O)C.[Na+]. The catalyst is ClCCCl. The product is [CH2:1]([O:8][C:9]([NH:11][C:12]([CH2:31][N:33]1[CH2:38][CH2:37][CH2:36][CH2:35][CH2:34]1)([CH2:18][CH2:19][CH2:20][CH2:21][B:22]1[O:23][C:24]([CH3:30])([CH3:29])[C:25]([CH3:27])([CH3:28])[O:26]1)[C:13]([O:15][CH2:16][CH3:17])=[O:14])=[O:10])[C:2]1[CH:7]=[CH:6][CH:5]=[CH:4][CH:3]=1. The yield is 0.520. (8) The catalyst is CS(C)=O.O. The product is [F:1][C:2]1[CH:7]=[C:6]([F:8])[CH:5]=[CH:4][C:3]=1/[CH:9]=[CH:10]/[C:11]1[CH:12]=[CH:13][C:14]([S:17]([C:20]2[CH:27]=[CH:26][C:23]([C:24]([NH2:25])=[O:29])=[CH:22][CH:21]=2)(=[O:18])=[O:19])=[CH:15][CH:16]=1. The yield is 0.980. The reactants are [F:1][C:2]1[CH:7]=[C:6]([F:8])[CH:5]=[CH:4][C:3]=1/[CH:9]=[CH:10]/[C:11]1[CH:16]=[CH:15][C:14]([S:17]([C:20]2[CH:27]=[CH:26][C:23]([C:24]#[N:25])=[CH:22][CH:21]=2)(=[O:19])=[O:18])=[CH:13][CH:12]=1.C(=O)([O-])[O-:29].[K+].[K+].OO.[Na]. (9) The reactants are Br[C:2]1[S:6][C:5]([NH:7][C:8]([NH:10][C:11]2[CH:16]=[CH:15][C:14]([CH3:17])=[CH:13][C:12]=2[C:18]([CH:20]2[CH2:24][CH2:23][CH2:22][CH2:21]2)=[O:19])=[O:9])=[N:4][CH:3]=1.[C:25]([O:29][C:30](=[O:35])[NH:31][CH2:32][CH2:33][SH:34])([CH3:28])([CH3:27])[CH3:26]. No catalyst specified. The product is [C:25]([O:29][C:30](=[O:35])[NH:31][CH2:32][CH2:33][S:34][C:2]1[S:6][C:5]([NH:7][C:8]([NH:10][C:11]2[CH:16]=[CH:15][C:14]([CH3:17])=[CH:13][C:12]=2[C:18]([CH:20]2[CH2:24][CH2:23][CH2:22][CH2:21]2)=[O:19])=[O:9])=[N:4][CH:3]=1)([CH3:28])([CH3:26])[CH3:27]. The yield is 0.400.